Dataset: Human Reference Interactome with 51,813 positive PPI pairs across 8,248 proteins, plus equal number of experimentally-validated negative pairs. Task: Binary Classification. Given two protein amino acid sequences, predict whether they physically interact or not. (1) Protein 1 (ENSG00000123411) has sequence MHTPPALPRRFQGGGRVRTPGSHRQGKDNLERDPSGGCVPDFLPQAQDSNHFIMESLFCESSGDSSLEKEFLGAPVGPSVSTPNSQHSSPSRSLSANSIKVEMYSDEESSRLLGPDERLLEKDDSVIVEDSLSEPLGYCDGSGPEPHSPGGIRLPNGKLKCDVCGMVCIGPNVLMVHKRSHTGERPFHCNQCGASFTQKGNLLRHIKLHSGEKPFKCPFCNYACRRRDALTGHLRTHSVSSPTVGKPYKCNYCGRSYKQQSTLEEHKERCHNYLQSLSTEAQALAGQPGDEIRDLEMVPD.... Protein 2 (ENSG00000112511) has sequence MAQPPRLSRSGASSLWDPASPAPTSGPRPRLWEGQDVLARWTDGLLYLGTIKKVDSAREVCLVQFEDDSQFLVLWKDISPAALPGEELLCCVCRSETVVPGNRLVSCEKCRHAYHQDCHVPRAPAPGEGEGTSWVCRQCVFAIATKRGGALKKGPYARAMLGMKLSLPYGLKGLDWDAGHLSNRQQSYCYCGGPGEWNLKMLQCRSCLQWFHEACTQCLSKPLLYGDRFYEFECCVCRGGPEKVRRLQLRWVDVAHLVLYHLSVCCKKKYFDFDREILPFTSENWDSLLLGELSDTPKGE.... Result: 0 (the proteins do not interact). (2) Protein 1 (ENSG00000185177) has sequence MAKRPGPPGSREMGLLTFRDIAIEFSLEEWQCLDCAQRNLYRDVMLENYRNLVSLGIAVSKPDLITCLEQNKESQNIKRNEMVAKHPVTRSHFTQDLQPEQGIKDSLQKVIPRTYGKCGHEKLQFKKCCKSVGEYEVHKGGYSEVNQCLSTTQNKIFQTHKYVKVFGKFSNSNRDKTRYTGNKHFKCNKYGKSFCMLSHLNQHQVIHTREKSYKCKECGKSFNCSSNHTTHKIIHTGEKPYRCEECGKAFSWSANLTRHKRTHTGEKPYTCEECGQAFRRSSALTNHKRIHTGERPYKCE.... Protein 2 (ENSG00000179119) has sequence MDFREILMIASKGQGVNNVPKRYSLAVGPPKKDPKVKGVQSAAVQAFLKRKEEELRRKALEEKRRKEELVKKRIELKHDKKARAMAKRTKDNFHGYNGIPIEEKSKKRQATESHTSQGTDREYEMEEENEFLEYNHAESEQEYEEEQEPPKVESKPKVPLKSAPPPMNFTDLLRLAEKKQFEPVEIKVVKKSEERPMTAEELREREFLERKHRRKKLETDGKLPPTVSKKAPSQKESVGTKLSKGSGDRHPSSKGMPLPHAEKKSRPSMANEKHLALSSSKSMPGERIKAGSGNSSQPSL.... Result: 0 (the proteins do not interact).